This data is from Catalyst prediction with 721,799 reactions and 888 catalyst types from USPTO. The task is: Predict which catalyst facilitates the given reaction. Reactant: [CH2:1]([O:8][C:9]1[C:10](=[O:17])[CH:11]=[C:12]([CH2:15][OH:16])O[CH:14]=1)[C:2]1[CH:7]=[CH:6][CH:5]=[CH:4][CH:3]=1.C1C(=O)C(O)=COC=1CO.COC1C(OC(C(O)C2C=CC(O)=C(OC)C=2)CO)=CC=CC=1.[NH3:51]. Product: [CH2:1]([O:8][C:9]1[C:10](=[O:17])[CH:11]=[C:12]([CH2:15][OH:16])[NH:51][CH:14]=1)[C:2]1[CH:7]=[CH:6][CH:5]=[CH:4][CH:3]=1. The catalyst class is: 8.